This data is from Peptide-MHC class I binding affinity with 185,985 pairs from IEDB/IMGT. The task is: Regression. Given a peptide amino acid sequence and an MHC pseudo amino acid sequence, predict their binding affinity value. This is MHC class I binding data. (1) The peptide sequence is EFTTFVEIV. The MHC is H-2-Db with pseudo-sequence H-2-Db. The binding affinity (normalized) is 0. (2) The peptide sequence is VRLLAHVIQKI. The MHC is HLA-B27:05 with pseudo-sequence HLA-B27:05. The binding affinity (normalized) is 0.416.